From a dataset of Reaction yield outcomes from USPTO patents with 853,638 reactions. Predict the reaction yield, written as a fraction of the theoretical maximum amount of product (1.0 means a 100% yield; for example, 0.34 means a 34% yield). (1) The reactants are [Cl:1][C:2]1[CH:3]=[C:4]([CH:6]=[CH:7][C:8]=1[I:9])[NH2:5].[H-].[Na+].Br[CH2:13][CH2:14][O:15][Si:16]([C:19]([CH3:22])([CH3:21])[CH3:20])([CH3:18])[CH3:17]. The catalyst is C1COCC1. The product is [Si:16]([O:15][CH2:14][CH2:13][NH:5][C:4]1[CH:6]=[CH:7][C:8]([I:9])=[C:2]([Cl:1])[CH:3]=1)([C:19]([CH3:22])([CH3:21])[CH3:20])([CH3:18])[CH3:17]. The yield is 0.585. (2) The catalyst is CCOCC. The reactants are N1[CH:5]=[CH:4][N:3]=[N:2]1.[H-].[Na+].[Br:8][C:9]1[CH:14]=[CH:13][C:12]([CH2:15]Br)=[C:11](CC)[CH:10]=1.[CH3:19][N:20](C=O)[CH3:21]. The product is [Br:8][C:9]1[CH:14]=[CH:13][C:5]([CH2:4][N:3]2[CH:21]=[N:20][CH:19]=[N:2]2)=[C:11]([CH2:12][CH3:15])[CH:10]=1. The yield is 0.550. (3) The reactants are [Cl:1][C:2]1[CH:3]=[C:4]([NH:9][C:10]([N:12]2[CH2:17][CH2:16][C:15](=[CH:18][CH:19]3[CH2:24][CH2:23][CH2:22][N:21]([CH2:25][CH3:26])[CH2:20]3)[CH2:14][CH2:13]2)=[O:11])[CH:5]=[CH:6][C:7]=1[Cl:8]. The catalyst is [Pd].C(O)C. The product is [Cl:1][C:2]1[CH:3]=[C:4]([NH:9][C:10]([N:12]2[CH2:13][CH2:14][CH:15]([CH2:18][CH:19]3[CH2:24][CH2:23][CH2:22][N:21]([CH2:25][CH3:26])[CH2:20]3)[CH2:16][CH2:17]2)=[O:11])[CH:5]=[CH:6][C:7]=1[Cl:8]. The yield is 0.620.